From a dataset of Full USPTO retrosynthesis dataset with 1.9M reactions from patents (1976-2016). Predict the reactants needed to synthesize the given product. The reactants are: [C:1]([NH2:5])([CH3:4])([CH3:3])[CH3:2].[CH:6]1([CH:12]=O)[CH2:11][CH2:10][CH2:9][CH2:8][CH2:7]1.[CH:14](=O)[C:15]1[CH:20]=[CH:19][CH:18]=[CH:17][CH:16]=1. Given the product [C:1]([NH:5][CH2:12][CH:6]1[CH2:11][CH2:10][CH2:9][CH2:8][CH2:7]1)([CH3:4])([CH3:3])[CH3:2].[CH2:14]([NH:5][C:1]([CH3:4])([CH3:3])[CH3:2])[C:15]1[CH:20]=[CH:19][CH:18]=[CH:17][CH:16]=1, predict the reactants needed to synthesize it.